Dataset: Forward reaction prediction with 1.9M reactions from USPTO patents (1976-2016). Task: Predict the product of the given reaction. (1) The product is: [F:21][C:22]([F:42])([F:41])[CH2:23][O:5][C:4](=[O:6])[C:3]1[CH:7]=[CH:8][C:9]([C:11]([F:12])([F:13])[F:14])=[CH:10][C:2]=1[O:1][CH2:9][C:11]([F:14])([F:13])[F:12]. Given the reactants [OH:1][C:2]1[CH:10]=[C:9]([C:11]([F:14])([F:13])[F:12])[CH:8]=[CH:7][C:3]=1[C:4]([OH:6])=[O:5].C(=O)([O-])[O-].[K+].[K+].[F:21][C:22]([F:42])([F:41])[CH2:23]OS(C(F)(F)C(F)(F)[C:23](F)(F)[C:22]([F:42])([F:41])[F:21])(=O)=O, predict the reaction product. (2) Given the reactants [CH3:1][C:2]([C:5]1[NH:36][C:8]2=[N:9][CH:10]=[CH:11][C:12]([C:13]3[CH:18]=[CH:17][C:16]([S:19]([NH:22][CH:23]4[CH2:28][CH2:27][N:26](C(OC(C)(C)C)=O)[CH2:25][CH2:24]4)(=[O:21])=[O:20])=[CH:15][CH:14]=3)=[C:7]2[CH:6]=1)([CH3:4])[CH3:3].[ClH:37], predict the reaction product. The product is: [ClH:37].[ClH:37].[CH3:4][C:2]([C:5]1[NH:36][C:8]2=[N:9][CH:10]=[CH:11][C:12]([C:13]3[CH:14]=[CH:15][C:16]([S:19]([NH:22][CH:23]4[CH2:28][CH2:27][NH:26][CH2:25][CH2:24]4)(=[O:20])=[O:21])=[CH:17][CH:18]=3)=[C:7]2[CH:6]=1)([CH3:1])[CH3:3]. (3) Given the reactants C([C:4]1[S:8][C:7]2[CH:9]=[CH:10][CH:11]=[C:12]([Cl:13])[C:6]=2[CH:5]=1)(O)=O.CN1CCN(C)C1=O.N12CCCN=C1CCCCC2, predict the reaction product. The product is: [Cl:13][C:12]1[C:6]2[CH:5]=[CH:4][S:8][C:7]=2[CH:9]=[CH:10][CH:11]=1. (4) The product is: [C:57]([O:56][C:55](=[O:61])[NH:54][CH2:53][CH:4]1[CH2:9][CH2:8][CH2:7][CH2:6][N:5]1[C:10]1[N:11]=[C:12]([NH:16][C:17]2[CH:22]=[CH:21][CH:20]=[C:19]([CH2:23][S:24](=[O:26])(=[O:25])[NH2:27])[CH:18]=2)[N:13]=[CH:14][N:15]=1)([CH3:60])([CH3:59])[CH3:58]. Given the reactants COC[CH:4]1[CH2:9][CH2:8][CH2:7][CH2:6][N:5]1[C:10]1[N:15]=[CH:14][N:13]=[C:12]([NH:16][C:17]2[CH:18]=[C:19]([CH2:23][S:24]([NH2:27])(=[O:26])=[O:25])[CH:20]=[CH:21][CH:22]=2)[N:11]=1.ClC1N=CN=C(NC2C=C(CS(N)(=O)=O)C=CC=2)N=1.N1CCCCC1[CH2:53][NH:54][C:55](=[O:61])[O:56][C:57]([CH3:60])([CH3:59])[CH3:58], predict the reaction product. (5) Given the reactants [O:1]=[C:2]1[CH2:6][CH2:5][C@H:4]([CH2:7][C:8]2[CH:9]=[N:10][C:11]([C:14]([F:17])([F:16])[F:15])=[CH:12][CH:13]=2)[N:3]1[C:18]([O:20][C:21]([CH3:24])([CH3:23])[CH3:22])=[O:19].[OH-].[NH4+:26], predict the reaction product. The product is: [NH2:26][C:2](=[O:1])[CH2:6][CH2:5][C@@H:4]([NH:3][C:18](=[O:19])[O:20][C:21]([CH3:24])([CH3:22])[CH3:23])[CH2:7][C:8]1[CH:9]=[N:10][C:11]([C:14]([F:17])([F:15])[F:16])=[CH:12][CH:13]=1. (6) Given the reactants [CH3:1][O:2][C:3](=[O:20])[C:4]1[CH:9]=[CH:8][CH:7]=[C:6]([CH2:10][N:11]2[C:16](=[O:17])[CH:15]=[C:14]([CH3:18])[C:13](Cl)=[N:12]2)[CH:5]=1.[N:21]1[CH:26]=[CH:25][CH:24]=[C:23](B(O)O)[CH:22]=1.C([O-])([O-])=O.[Na+].[Na+], predict the reaction product. The product is: [CH3:1][O:2][C:3](=[O:20])[C:4]1[CH:9]=[CH:8][CH:7]=[C:6]([CH2:10][N:11]2[C:16](=[O:17])[CH:15]=[C:14]([CH3:18])[C:13]([C:23]3[CH:22]=[N:21][CH:26]=[CH:25][CH:24]=3)=[N:12]2)[CH:5]=1. (7) Given the reactants [C:1]([C:4]1[N:8]([CH:9]2[C:18]3[C:13](=[CH:14][CH:15]=[CH:16][CH:17]=3)[C:12](=[O:19])[O:11][C:10]2([CH3:21])[CH3:20])[CH:7]=[N:6][CH:5]=1)([CH3:3])=[CH2:2], predict the reaction product. The product is: [CH:1]([C:4]1[N:8]([CH:9]2[C:18]3[C:13](=[CH:14][CH:15]=[CH:16][CH:17]=3)[C:12](=[O:19])[O:11][C:10]2([CH3:21])[CH3:20])[CH:7]=[N:6][CH:5]=1)([CH3:3])[CH3:2].